The task is: Predict the product of the given reaction.. This data is from Forward reaction prediction with 1.9M reactions from USPTO patents (1976-2016). (1) Given the reactants [OH-].[Na+].C([O:5][C:6]([CH2:8][CH2:9][CH2:10][N:11]([C:14]1[N:23]=[C:22]([NH:24][CH2:25][C:26]2[CH:31]=[CH:30][C:29]3[O:32][CH2:33][O:34][C:28]=3[CH:27]=2)[C:21]2[C:16](=[CH:17][CH:18]=[C:19]([C:35]#[N:36])[CH:20]=2)[N:15]=1)OC)=[O:7])C.Cl.[CH2:38](O)C, predict the reaction product. The product is: [C:6]([CH2:8][CH2:9][CH2:10][N:11]([C:14]1[N:23]=[C:22]([NH:24][CH2:25][C:26]2[CH:31]=[CH:30][C:29]3[O:32][CH2:33][O:34][C:28]=3[CH:27]=2)[C:21]2[C:16](=[CH:17][CH:18]=[C:19]([C:35]#[N:36])[CH:20]=2)[N:15]=1)[CH3:38])([OH:5])=[O:7]. (2) Given the reactants [NH2:1][C@@H:2]1[CH2:6][C@@H:5]([NH:7][C:8]([C:10]2[C:14]3[N:15]=[CH:16][N:17]=[C:18]([C:19]4[CH:24]=[C:23]([CH:25]([F:27])[F:26])[CH:22]=[CH:21][C:20]=4[O:28][CH2:29][CH:30]4[CH2:32][CH2:31]4)[C:13]=3[NH:12][C:11]=2[CH3:33])=[O:9])[C@H:4]([F:34])[CH2:3]1.[C:35](Cl)(=[O:37])[CH3:36], predict the reaction product. The product is: [C:35]([NH:1][C@@H:2]1[CH2:6][C@@H:5]([NH:7][C:8]([C:10]2[C:14]3[N:15]=[CH:16][N:17]=[C:18]([C:19]4[CH:24]=[C:23]([CH:25]([F:27])[F:26])[CH:22]=[CH:21][C:20]=4[O:28][CH2:29][CH:30]4[CH2:31][CH2:32]4)[C:13]=3[NH:12][C:11]=2[CH3:33])=[O:9])[C@H:4]([F:34])[CH2:3]1)(=[O:37])[CH3:36]. (3) Given the reactants [Cl:1][C:2]1[CH:7]=[C:6]([Cl:8])[CH:5]=[CH:4][C:3]=1[C:9]1[N:10]=[C:11]([C@@H:19]([NH:28][C:29]([C@H:31]2[CH2:36][CH2:35][C@H:34]([CH2:37][CH3:38])[CH2:33][CH2:32]2)=[O:30])[CH2:20][C:21]2[CH:26]=[CH:25][C:24]([OH:27])=[CH:23][CH:22]=2)[N:12]([CH2:14]/[CH:15]=[CH:16]/[CH2:17][CH3:18])[CH:13]=1.Br[CH2:40][C:41]1[CH:50]=[CH:49][C:44]([C:45]([O:47]C)=[O:46])=[CH:43][CH:42]=1, predict the reaction product. The product is: [Cl:1][C:2]1[CH:7]=[C:6]([Cl:8])[CH:5]=[CH:4][C:3]=1[C:9]1[N:10]=[C:11]([C@@H:19]([NH:28][C:29]([C@H:31]2[CH2:32][CH2:33][C@H:34]([CH2:37][CH3:38])[CH2:35][CH2:36]2)=[O:30])[CH2:20][C:21]2[CH:22]=[CH:23][C:24]([O:27][CH2:40][C:41]3[CH:50]=[CH:49][C:44]([C:45]([OH:47])=[O:46])=[CH:43][CH:42]=3)=[CH:25][CH:26]=2)[N:12]([CH2:14]/[CH:15]=[CH:16]/[CH2:17][CH3:18])[CH:13]=1. (4) Given the reactants COC1C=CC2NC(S(CC3C(C)=C(OC)C(C)=CN=3)=O)=NC=2C=1.N1C=CC=CC=1CS(C1NC2C=CC=CC=2N=1)=O.N1C=CC=CC=1CSC1NC2C=CC=CC=2N=1.[Cl:60][C:61]1[CH:62]=[C:63]([CH:68]=[CH:69][CH:70]=1)[C:64]([O:66]O)=[O:65], predict the reaction product. The product is: [Cl:60][C:61]1[CH:62]=[C:63]([CH:68]=[CH:69][CH:70]=1)[C:64]([OH:66])=[O:65].